From a dataset of Peptide-MHC class II binding affinity with 134,281 pairs from IEDB. Regression. Given a peptide amino acid sequence and an MHC pseudo amino acid sequence, predict their binding affinity value. This is MHC class II binding data. The peptide sequence is ISFCNANPGLMKDVA. The MHC is HLA-DQA10104-DQB10503 with pseudo-sequence HLA-DQA10104-DQB10503. The binding affinity (normalized) is 0.206.